Dataset: Full USPTO retrosynthesis dataset with 1.9M reactions from patents (1976-2016). Task: Predict the reactants needed to synthesize the given product. (1) Given the product [F:1][C:2]([F:7])([F:6])[C:3]([OH:5])=[O:4].[Cl:15][C:16]1[CH:17]=[N:18][C:19]2[NH:20][C:21]3[CH:22]=[CH:23][CH:24]=[C:25]([CH:38]=3)[CH2:26][CH2:27][C:28]3[CH:36]=[C:32]([NH:33][C:34]=1[N:35]=2)[CH:31]=[C:30]([NH:37][C:47]([NH:46][C:42]1[CH:43]=[CH:44][CH:45]=[C:40]([F:39])[CH:41]=1)=[O:48])[CH:29]=3, predict the reactants needed to synthesize it. The reactants are: [F:1][C:2]([F:7])([F:6])[C:3]([OH:5])=[O:4].FC(F)(F)C(O)=O.[Cl:15][C:16]1[CH:17]=[N:18][C:19]2[NH:20][C:21]3[CH:22]=[CH:23][CH:24]=[C:25]([CH:38]=3)[CH2:26][CH2:27][C:28]3[CH:36]=[C:32]([NH:33][C:34]=1[N:35]=2)[CH:31]=[C:30]([NH2:37])[CH:29]=3.[F:39][C:40]1[CH:45]=[CH:44][CH:43]=[C:42]([N:46]=[C:47]=[O:48])[CH:41]=1. (2) The reactants are: [Br:1][C:2]1[CH:3]=[C:4]2[C:9](=[CH:10][CH:11]=1)[NH:8][C:7](=[S:12])[N:6]([C:13]1[C:18]([F:19])=[CH:17][CH:16]=[CH:15][C:14]=1[F:20])[C:5]2=[O:21].[C:22]([O-])([O-])=O.[K+].[K+].CI. Given the product [Br:1][C:2]1[CH:3]=[C:4]2[C:9](=[CH:10][CH:11]=1)[N:8]=[C:7]([S:12][CH3:22])[N:6]([C:13]1[C:14]([F:20])=[CH:15][CH:16]=[CH:17][C:18]=1[F:19])[C:5]2=[O:21], predict the reactants needed to synthesize it.